Dataset: Catalyst prediction with 721,799 reactions and 888 catalyst types from USPTO. Task: Predict which catalyst facilitates the given reaction. (1) Reactant: [H-].[Na+].Cl.[NH2:4][C:5]([NH2:7])=[NH:6].[Cl:8][C:9]1[C:18]2[C:13](=[CH:14][CH:15]=[C:16]([S:19]([N:22]3[CH2:26][CH2:25][CH2:24][C@@H:23]3[CH2:27][OH:28])(=[O:21])=[O:20])[CH:17]=2)[C:12]([Cl:29])=[CH:11][N:10]=1.O. Product: [ClH:8].[Cl:29][C:12]1[C:13]2[C:18](=[CH:17][C:16]([S:19]([N:22]3[CH2:26][CH2:25][CH2:24][C@@H:23]3[CH2:27][OH:28])(=[O:20])=[O:21])=[CH:15][CH:14]=2)[C:9]([NH:6][C:5]([NH2:7])=[NH:4])=[N:10][CH:11]=1. The catalyst class is: 16. (2) Reactant: Br[C:2]1[CH:7]=[CH:6][N:5]2[C:8]([C:11]([NH:13][C:14]3[CH:22]=[CH:21][CH:20]=[C:19]4[C:15]=3[C:16]([CH3:31])=[N:17][N:18]4[CH2:23][C:24]3[CH:29]=[CH:28][CH:27]=[C:26]([CH3:30])[N:25]=3)=[O:12])=[CH:9][N:10]=[C:4]2[CH:3]=1.COCCOC.CC1(C)C(C)(C)OB([C:46]2[CH2:51][CH2:50][N:49]([C:52]([O:54][C:55]([CH3:58])([CH3:57])[CH3:56])=[O:53])[CH2:48][CH:47]=2)O1.C(=O)([O-])[O-].[Na+].[Na+]. Product: [CH3:31][C:16]1[C:15]2[C:19](=[CH:20][CH:21]=[CH:22][C:14]=2[NH:13][C:11]([C:8]2[N:5]3[CH:6]=[CH:7][C:2]([C:46]4[CH2:51][CH2:50][N:49]([C:52]([O:54][C:55]([CH3:58])([CH3:57])[CH3:56])=[O:53])[CH2:48][CH:47]=4)=[CH:3][C:4]3=[N:10][CH:9]=2)=[O:12])[N:18]([CH2:23][C:24]2[CH:29]=[CH:28][CH:27]=[C:26]([CH3:30])[N:25]=2)[N:17]=1. The catalyst class is: 431. (3) Reactant: [CH2:1]1[C:9]2[CH:8]=[CH:7][CH:6]=[C:5]([OH:10])[C:4]=2[CH2:3][CH2:2]1.C(NC(C)C)(C)C.S(Cl)([Cl:21])(=O)=O.O. Product: [Cl:21][C:6]1[CH:7]=[CH:8][C:9]2[CH2:1][CH2:2][CH2:3][C:4]=2[C:5]=1[OH:10]. The catalyst class is: 4. (4) Reactant: [C:1]([O:5]CC)(=O)[CH2:2][CH3:3].[C:8]([CH2:10][CH2:11][CH2:12][CH2:13][CH2:14][CH2:15][C:16]#[N:17])#[N:9].CC(C)([O-])C.[K+]. Product: [C:8]([CH:10]([CH2:11][CH2:12][CH2:13][CH2:14][CH2:15][C:16]#[N:17])[C:1](=[O:5])[CH2:2][CH3:3])#[N:9]. The catalyst class is: 35. (5) Reactant: [C:1]1([CH3:11])[CH:6]=[CH:5][C:4]([S:7](Cl)(=[O:9])=[O:8])=[CH:3][CH:2]=1.[N+:12]([C:15]1[CH:16]=[C:17]([CH:25]([OH:27])[CH3:26])[CH:18]=[C:19]([C:21]([F:24])([F:23])[F:22])[CH:20]=1)([O-:14])=[O:13].C(N(CC)CC)C. The catalyst class is: 4. Product: [CH3:11][C:1]1[CH:6]=[CH:5][C:4]([S:7]([O:27][CH:25]([C:17]2[CH:18]=[C:19]([C:21]([F:24])([F:23])[F:22])[CH:20]=[C:15]([N+:12]([O-:14])=[O:13])[CH:16]=2)[CH3:26])(=[O:9])=[O:8])=[CH:3][CH:2]=1. (6) Reactant: [Cl:1][CH2:2][C:3]1[N:8]=[C:7]([C:9](Cl)=[O:10])[CH:6]=[CH:5][CH:4]=1.[C:12]1([S:18]([N:21]2[C:29]3[CH:28]=[C:27]([C:30]4[CH:31]=[C:32]5[CH:38]=[N:37][N:36]([S:39]([C:42]6[CH:47]=[CH:46][CH:45]=[CH:44][CH:43]=6)(=[O:41])=[O:40])[C:33]5=[N:34][CH:35]=4)[CH:26]=[C:25]([NH2:48])[C:24]=3[CH:23]=[N:22]2)(=[O:20])=[O:19])[CH:17]=[CH:16][CH:15]=[CH:14][CH:13]=1.CCN(C(C)C)C(C)C.O. Product: [Cl:1][CH2:2][C:3]1[N:8]=[C:7]([C:9]([NH:48][C:25]2[CH:26]=[C:27]([C:30]3[CH:31]=[C:32]4[CH:38]=[N:37][N:36]([S:39]([C:42]5[CH:43]=[CH:44][CH:45]=[CH:46][CH:47]=5)(=[O:41])=[O:40])[C:33]4=[N:34][CH:35]=3)[CH:28]=[C:29]3[C:24]=2[CH:23]=[N:22][N:21]3[S:18]([C:12]2[CH:17]=[CH:16][CH:15]=[CH:14][CH:13]=2)(=[O:20])=[O:19])=[O:10])[CH:6]=[CH:5][CH:4]=1. The catalyst class is: 22. (7) Reactant: [S:1]1[C:5]2[CH:6]=[CH:7][CH:8]=[CH:9][C:4]=2[NH:3][CH2:2]1.NC1C=CC=CC=1S.C=O.[Cl:20][C:21]1[CH:22]=[C:23]([CH:27]=[C:28]([C:32]#[N:33])[C:29]=1[O:30][CH3:31])[C:24](Cl)=[O:25]. Product: [Cl:20][C:21]1[CH:22]=[C:23]([CH:27]=[C:28]([C:32]#[N:33])[C:29]=1[O:30][CH3:31])[C:24]([N:3]1[C:4]2[CH:9]=[CH:8][CH:7]=[CH:6][C:5]=2[S:1][CH2:2]1)=[O:25]. The catalyst class is: 236. (8) Reactant: Br[C:2]1[CH:3]=[C:4]([CH2:8][C:9]([N:11]([O:13][CH3:14])[CH3:12])=[O:10])[CH:5]=[CH:6][CH:7]=1.[C:15]1(B(O)O)[CH:20]=[CH:19][CH:18]=[CH:17][CH:16]=1.C(=O)([O-])[O-].[Na+].[Na+].O. Product: [C:2]1([C:15]2[CH:20]=[CH:19][CH:18]=[CH:17][CH:16]=2)[CH:7]=[CH:6][CH:5]=[C:4]([CH2:8][C:9]([N:11]([O:13][CH3:14])[CH3:12])=[O:10])[CH:3]=1. The catalyst class is: 9. (9) Reactant: [N:1]([CH2:4][CH2:5][CH2:6][CH2:7][N:8]1[CH:12]=[C:11]([C:13]([O:15][C:16]([CH3:19])([CH3:18])[CH3:17])=[O:14])[N:10]=[N:9]1)=[N+:2]=[N-:3].[Na].[O:21]=[C:22]1[O:28][C@H:27]([C@H](CO)O)[C:25](O)=[C:23]1O.C(OC)(=O)C#C. Product: [C:16]([O:15][C:13]([C:11]1[N:10]=[N:9][N:8]([CH2:7][CH2:6][CH2:5][CH2:4][N:1]2[CH:25]=[C:23]([C:22]([O:28][CH3:27])=[O:21])[N:3]=[N:2]2)[CH:12]=1)=[O:14])([CH3:19])([CH3:18])[CH3:17]. The catalyst class is: 664.